Dataset: NCI-60 drug combinations with 297,098 pairs across 59 cell lines. Task: Regression. Given two drug SMILES strings and cell line genomic features, predict the synergy score measuring deviation from expected non-interaction effect. (1) Drug 1: CC1=CC=C(C=C1)C2=CC(=NN2C3=CC=C(C=C3)S(=O)(=O)N)C(F)(F)F. Drug 2: C1CN(P(=O)(OC1)NCCCl)CCCl. Cell line: OVCAR-5. Synergy scores: CSS=0.0365, Synergy_ZIP=-0.636, Synergy_Bliss=-1.71, Synergy_Loewe=-2.83, Synergy_HSA=-3.22. (2) Drug 1: CC1=C2C(C(=O)C3(C(CC4C(C3C(C(C2(C)C)(CC1OC(=O)C(C(C5=CC=CC=C5)NC(=O)OC(C)(C)C)O)O)OC(=O)C6=CC=CC=C6)(CO4)OC(=O)C)OC)C)OC. Drug 2: CC1=C(C(=O)C2=C(C1=O)N3CC4C(C3(C2COC(=O)N)OC)N4)N. Cell line: SF-268. Synergy scores: CSS=45.7, Synergy_ZIP=5.07, Synergy_Bliss=3.84, Synergy_Loewe=-6.51, Synergy_HSA=5.40. (3) Drug 1: CS(=O)(=O)C1=CC(=C(C=C1)C(=O)NC2=CC(=C(C=C2)Cl)C3=CC=CC=N3)Cl. Drug 2: CC1=C(C(=O)C2=C(C1=O)N3CC4C(C3(C2COC(=O)N)OC)N4)N. Cell line: OVCAR-8. Synergy scores: CSS=33.2, Synergy_ZIP=4.41, Synergy_Bliss=4.96, Synergy_Loewe=-7.41, Synergy_HSA=6.74.